Dataset: Catalyst prediction with 721,799 reactions and 888 catalyst types from USPTO. Task: Predict which catalyst facilitates the given reaction. (1) Reactant: [C:1]1([NH2:8])[CH:6]=[CH:5][C:4]([NH2:7])=[CH:3][CH:2]=1.Cl[C:10]1[C:19]2[C:14](=[CH:15][CH:16]=[CH:17][CH:18]=2)[C:13]([C:20]2[CH:25]=[CH:24][CH:23]=[CH:22][CH:21]=2)=[N:12][N:11]=1. Product: [C:20]1([C:13]2[C:14]3[C:19](=[CH:18][CH:17]=[CH:16][CH:15]=3)[C:10]([NH:7][C:4]3[CH:5]=[CH:6][C:1]([NH2:8])=[CH:2][CH:3]=3)=[N:11][N:12]=2)[CH:21]=[CH:22][CH:23]=[CH:24][CH:25]=1. The catalyst class is: 6. (2) Reactant: [NH:1]1[C:9]2[C:4](=[CH:5][C:6]([C:10]3[N:11]=[C:12]4[C:18]([C:19](=[O:24])[C:20]([CH3:23])([CH3:22])[CH3:21])=[CH:17][N:16]([CH2:25][O:26][CH2:27][CH2:28][Si:29]([CH3:32])([CH3:31])[CH3:30])[C:13]4=[N:14][CH:15]=3)=[CH:7][CH:8]=2)[CH:3]=[CH:2]1.C[Si]([N-][Si](C)(C)C)(C)C.[Na+].Cl.Cl[CH2:45][C:46]1[CH:51]=[CH:50][CH:49]=[CH:48][N:47]=1.C(=O)(O)[O-].[Na+]. Product: [CH3:21][C:20]([CH3:23])([CH3:22])[C:19]([C:18]1[C:12]2[C:13](=[N:14][CH:15]=[C:10]([C:6]3[CH:5]=[C:4]4[C:9](=[CH:8][CH:7]=3)[N:1]([CH2:45][C:46]3[CH:51]=[CH:50][CH:49]=[CH:48][N:47]=3)[CH:2]=[CH:3]4)[N:11]=2)[N:16]([CH2:25][O:26][CH2:27][CH2:28][Si:29]([CH3:31])([CH3:30])[CH3:32])[CH:17]=1)=[O:24]. The catalyst class is: 329.